From a dataset of Catalyst prediction with 721,799 reactions and 888 catalyst types from USPTO. Predict which catalyst facilitates the given reaction. Reactant: [C-:1]#[N:2].[Na+].[Cl:4][C:5]1[CH:10]=[CH:9][C:8]([NH:11][C:12]2[C:13]3[CH:24]=[CH:23][N:22]([CH2:25][CH3:26])[C:14]=3[N:15]=[C:16](S(C)(=O)=O)[N:17]=2)=[CH:7][CH:6]=1. Product: [Cl:4][C:5]1[CH:10]=[CH:9][C:8]([NH:11][C:12]2[C:13]3[CH:24]=[CH:23][N:22]([CH2:25][CH3:26])[C:14]=3[N:15]=[C:16]([C:1]#[N:2])[N:17]=2)=[CH:7][CH:6]=1. The catalyst class is: 16.